The task is: Predict which catalyst facilitates the given reaction.. This data is from Catalyst prediction with 721,799 reactions and 888 catalyst types from USPTO. (1) Reactant: [NH2:1][C:2]1[CH:31]=[CH:30][C:5]([CH2:6][C:7]2[NH:15][C:14]3[C:13](=[O:16])[N:12]([CH2:17][C:18]4[CH:23]=[CH:22][CH:21]=[CH:20][C:19]=4[F:24])[C:11](=[O:25])[N:10]([CH2:26][CH:27]4[CH2:29][CH2:28]4)[C:9]=3[N:8]=2)=[CH:4][CH:3]=1.[CH3:32][N:33]([CH2:35][C:36](O)=[O:37])[CH3:34].C(N(CC)C(C)C)(C)C. Product: [CH:27]1([CH2:26][N:10]2[C:9]3[N:8]=[C:7]([CH2:6][C:5]4[CH:4]=[CH:3][C:2]([NH:1][C:36](=[O:37])[CH2:35][N:33]([CH3:34])[CH3:32])=[CH:31][CH:30]=4)[NH:15][C:14]=3[C:13](=[O:16])[N:12]([CH2:17][C:18]3[CH:23]=[CH:22][CH:21]=[CH:20][C:19]=3[F:24])[C:11]2=[O:25])[CH2:28][CH2:29]1. The catalyst class is: 9. (2) Reactant: [C:1]([C:3]1[C:12]([N:13]2[CH2:18][CH2:17][N:16]([C:19](=[O:24])[CH2:20][CH2:21][O:22][CH3:23])[C@H:15]([CH:25]3[CH2:27][CH2:26]3)[CH2:14]2)=[N:11][C:10]([CH:28]2[CH2:30][CH2:29]2)=[C:9]2[C:4]=1[CH2:5][CH2:6][N:7](C(OC(C)(C)C)=O)[CH2:8]2)#[N:2].Cl.CO. Product: [CH:28]1([C:10]2[C:9]3[CH2:8][NH:7][CH2:6][CH2:5][C:4]=3[C:3]([C:1]#[N:2])=[C:12]([N:13]3[CH2:18][CH2:17][N:16]([C:19](=[O:24])[CH2:20][CH2:21][O:22][CH3:23])[C@H:15]([CH:25]4[CH2:26][CH2:27]4)[CH2:14]3)[N:11]=2)[CH2:29][CH2:30]1. The catalyst class is: 5. (3) Reactant: [OH:1][C:2]1[CH:7]=[C:6]([O:8][CH2:9][O:10][CH3:11])[CH:5]=[CH:4][C:3]=1[CH2:12][CH2:13][C:14]([O:16][CH2:17][CH3:18])=[O:15].[H-].[Na+].Cl[C:22]1[C:27]([Cl:28])=[CH:26][C:25]([C:29]([F:32])([F:31])[F:30])=[CH:24][N:23]=1.O. Product: [Cl:28][C:27]1[C:22]([O:1][C:2]2[CH:7]=[C:6]([O:8][CH2:9][O:10][CH3:11])[CH:5]=[CH:4][C:3]=2[CH2:12][CH2:13][C:14]([O:16][CH2:17][CH3:18])=[O:15])=[N:23][CH:24]=[C:25]([C:29]([F:31])([F:30])[F:32])[CH:26]=1. The catalyst class is: 9. (4) Reactant: CN(C(ON1N=NC2[CH:12]=[CH:13][CH:14]=[N:15]C1=2)=[N+](C)C)C.F[P-](F)(F)(F)(F)F.[Br:25][C:26]1[CH:27]=[C:28]([C:36]([OH:38])=O)[CH:29]=[C:30]2[C:35]=1[N:34]=[CH:33][CH:32]=[CH:31]2.C(N(C(C)C)CC)(C)C.C1(N)CC1. Product: [Br:25][C:26]1[CH:27]=[C:28]([C:36]([NH:15][CH:14]2[CH2:12][CH2:13]2)=[O:38])[CH:29]=[C:30]2[C:35]=1[N:34]=[CH:33][CH:32]=[CH:31]2. The catalyst class is: 18. (5) Reactant: Br[C:2]1[CH:23]=[CH:22][C:5]([C:6]([NH:8][S:9]([C:12]2[CH:17]=[CH:16][CH:15]=[CH:14][C:13]=2[S:18](=[O:21])(=[O:20])[NH2:19])(=[O:11])=[O:10])=[O:7])=[C:4]([F:24])[CH:3]=1.[CH3:25][C:26]([CH3:30])([CH3:29])[C:27]#[CH:28].C(NC(C)C)(C)C. Product: [CH3:25][C:26]([CH3:30])([CH3:29])[C:27]#[C:28][C:2]1[CH:23]=[CH:22][C:5]([C:6]([NH:8][S:9]([C:12]2[CH:17]=[CH:16][CH:15]=[CH:14][C:13]=2[S:18](=[O:21])(=[O:20])[NH2:19])(=[O:11])=[O:10])=[O:7])=[C:4]([F:24])[CH:3]=1. The catalyst class is: 558. (6) Reactant: [OH:1][C@@H:2]([C:5]1[CH:10]=[C:9]([C:11]2[CH:16]=[CH:15][C:14]([O:17][C:18]3[CH:23]=[CH:22][C:21]([F:24])=[CH:20][CH:19]=3)=[CH:13][CH:12]=2)[N:8]=[C:7]([C:25]([OH:27])=O)[CH:6]=1)[CH2:3][OH:4].[NH2:28][C@@H:29]([CH2:33][CH:34]([CH3:36])[CH3:35])[C:30]([NH2:32])=[O:31].CCN(C(C)C)C(C)C.CN(C(ON1N=NC2C=CC=CC1=2)=[N+](C)C)C.F[P-](F)(F)(F)(F)F. Product: [NH2:32][C:30](=[O:31])[C@@H:29]([NH:28][C:25](=[O:27])[C:7]1[CH:6]=[C:5]([C@H:2]([OH:1])[CH2:3][OH:4])[CH:10]=[C:9]([C:11]2[CH:12]=[CH:13][C:14]([O:17][C:18]3[CH:19]=[CH:20][C:21]([F:24])=[CH:22][CH:23]=3)=[CH:15][CH:16]=2)[N:8]=1)[CH2:33][CH:34]([CH3:36])[CH3:35]. The catalyst class is: 3.